This data is from Peptide-MHC class I binding affinity with 185,985 pairs from IEDB/IMGT. The task is: Regression. Given a peptide amino acid sequence and an MHC pseudo amino acid sequence, predict their binding affinity value. This is MHC class I binding data. (1) The peptide sequence is PSKKHWLGK. The MHC is HLA-A31:01 with pseudo-sequence HLA-A31:01. The binding affinity (normalized) is 0.0847. (2) The peptide sequence is VPAERRGVF. The MHC is HLA-B58:01 with pseudo-sequence HLA-B58:01. The binding affinity (normalized) is 0.0847. (3) The MHC is HLA-A26:01 with pseudo-sequence HLA-A26:01. The peptide sequence is AGFTAGLSY. The binding affinity (normalized) is 0. (4) The peptide sequence is MPLKKQILF. The MHC is HLA-B07:02 with pseudo-sequence HLA-B07:02. The binding affinity (normalized) is 0.479.